From a dataset of Full USPTO retrosynthesis dataset with 1.9M reactions from patents (1976-2016). Predict the reactants needed to synthesize the given product. (1) Given the product [Br:21][C:18]1[CH:19]=[CH:20][C:15]([NH:14][C:13]2[C:8]([C:6]([OH:5])=[O:7])=[N:9][N:10]3[CH:26]=[CH:27][N:24]=[C:11]3[CH:12]=2)=[C:16]([F:22])[CH:17]=1, predict the reactants needed to synthesize it. The reactants are: C([O:5][C:6]([C:8]1[C:13]([NH:14][C:15]2[CH:20]=[CH:19][C:18]([Br:21])=[CH:17][C:16]=2[F:22])=[CH:12][C:11]([NH2:24])(Cl)[NH:10][N:9]=1)=[O:7])(C)(C)C.Cl[CH2:26][CH:27]=O. (2) Given the product [I:1][C:2]1[CH:3]=[CH:4][C:5]([N:8]([CH3:19])[C:9]2[N:14]=[C:13]([O:15][CH3:16])[CH:12]=[CH:11][N:10]=2)=[CH:6][CH:7]=1, predict the reactants needed to synthesize it. The reactants are: [I:1][C:2]1[CH:7]=[CH:6][C:5]([NH:8][C:9]2[N:14]=[C:13]([O:15][CH3:16])[CH:12]=[CH:11][N:10]=2)=[CH:4][CH:3]=1.[H-].[Na+].[CH3:19]I.O. (3) Given the product [Br:7][C:8]1[N:12]=[CH:11][N:10]([CH:6]2[CH2:5][CH2:4][CH2:3][CH2:2][O:1]2)[N:9]=1, predict the reactants needed to synthesize it. The reactants are: [O:1]1[CH:6]=[CH:5][CH2:4][CH2:3][CH2:2]1.[Br:7][C:8]1[N:12]=[CH:11][NH:10][N:9]=1.CS(O)(=O)=O. (4) Given the product [C:1]([C:3]1[CH:8]=[CH:7][C:6]([C:9]2[CH:10]=[N:11][N:12]([C:15]3[CH:23]=[CH:22][C:18]([C:19]([NH:28][CH:25]4[CH2:27][CH2:26]4)=[O:21])=[CH:17][N:16]=3)[C:13]=2[OH:14])=[C:5]([CH3:24])[CH:4]=1)#[N:2], predict the reactants needed to synthesize it. The reactants are: [C:1]([C:3]1[CH:8]=[CH:7][C:6]([C:9]2[CH:10]=[N:11][N:12]([C:15]3[CH:23]=[CH:22][C:18]([C:19]([OH:21])=O)=[CH:17][N:16]=3)[C:13]=2[OH:14])=[C:5]([CH3:24])[CH:4]=1)#[N:2].[CH:25]1([NH2:28])[CH2:27][CH2:26]1. (5) Given the product [Cl:34][C:31]1[CH:30]=[CH:29][C:28]([CH:8]([C:5]2[CH:4]=[CH:3][C:2]([Cl:1])=[CH:7][CH:6]=2)[N:9]2[CH2:10][CH:11]([CH:13]([C:20]3[CH:21]=[C:22]([F:27])[CH:23]=[C:24]([F:26])[CH:25]=3)[C:14]([NH:16][CH3:17])=[O:15])[CH2:12]2)=[CH:33][CH:32]=1, predict the reactants needed to synthesize it. The reactants are: [Cl:1][C:2]1[CH:7]=[CH:6][C:5]([CH:8]([C:28]2[CH:33]=[CH:32][C:31]([Cl:34])=[CH:30][CH:29]=2)[N:9]2[CH2:12][CH:11]([CH:13]([C:20]3[CH:25]=[C:24]([F:26])[CH:23]=[C:22]([F:27])[CH:21]=3)[C:14]([NH:16][CH2:17]CC)=[O:15])[CH2:10]2)=[CH:4][CH:3]=1.CN.Cl.CN(C)CCCN=C=NCC.O.OC1C2N=NNC=2C=CC=1.Cl.ClC1C=CC(C(C2C=CC(Cl)=CC=2)N2CC(C(C3C=C(F)C=C(F)C=3)C(O)=O)C2)=CC=1. (6) Given the product [CH3:1][CH:2]([CH3:11])[CH2:3][CH2:4][N:5]1[CH:9]=[C:8]([O:10][C:13]2[N:14]=[C:15]([OH:29])[C:16]3[CH:22]=[CH:21][N:20]=[C:19]([C:23]4[N:24]=[CH:25][N:26]([CH3:28])[CH:27]=4)[C:17]=3[N:18]=2)[CH:7]=[N:6]1, predict the reactants needed to synthesize it. The reactants are: [CH3:1][CH:2]([CH3:11])[CH2:3][CH2:4][N:5]1[CH:9]=[C:8]([OH:10])[CH:7]=[N:6]1.Cl[C:13]1[N:14]=[C:15]([OH:29])[C:16]2[CH:22]=[CH:21][N:20]=[C:19]([C:23]3[N:24]=[CH:25][N:26]([CH3:28])[CH:27]=3)[C:17]=2[N:18]=1. (7) Given the product [CH3:21][C:15]([NH:22][S:23]([C:26]1[CH:27]=[N:28][C:29]([C:4]2[C:3]([O:2][CH3:1])=[CH:8][CH:7]=[CH:6][C:5]=2[O:9][CH3:10])=[CH:30][CH:31]=1)(=[O:25])=[O:24])([CH3:14])[CH2:16][C:17]([CH3:18])([CH3:19])[CH3:20], predict the reactants needed to synthesize it. The reactants are: [CH3:1][O:2][C:3]1[CH:8]=[CH:7][CH:6]=[C:5]([O:9][CH3:10])[C:4]=1B(O)O.[CH3:14][C:15]([NH:22][S:23]([C:26]1[CH:27]=[N:28][C:29](Cl)=[CH:30][CH:31]=1)(=[O:25])=[O:24])([CH3:21])[CH2:16][C:17]([CH3:20])([CH3:19])[CH3:18].C(=O)([O-])[O-].[K+].[K+].